Dataset: Full USPTO retrosynthesis dataset with 1.9M reactions from patents (1976-2016). Task: Predict the reactants needed to synthesize the given product. (1) Given the product [CH:19]([O:9][C:8]1[CH:10]=[CH:11][C:3]([CH:2]=[O:1])=[CH:4][C:5]=1[O:6][CH3:7])=[CH2:20], predict the reactants needed to synthesize it. The reactants are: [O:1]=[CH:2][C:3]1[CH:11]=[CH:10][C:8]([OH:9])=[C:5]([O:6][CH3:7])[CH:4]=1.[OH-].[Na+].CN(C)C=O.[CH:19](OCCCl)=[CH2:20]. (2) Given the product [NH2:6][C:7]1[N:11]([C:12]2[CH:17]=[CH:16][CH:15]=[CH:14][CH:13]=2)[N:10]=[C:9]([C:18]([CH3:23])([CH3:22])[C:19]([O:21][CH2:29][CH3:30])=[O:20])[CH:8]=1, predict the reactants needed to synthesize it. The reactants are: OS(O)(=O)=O.[NH2:6][C:7]1[N:11]([C:12]2[CH:17]=[CH:16][CH:15]=[CH:14][CH:13]=2)[N:10]=[C:9]([C:18]([CH3:23])([CH3:22])[C:19]([OH:21])=[O:20])[CH:8]=1.C([O-])(O)=O.[Na+].[CH3:29][CH2:30]O. (3) Given the product [OH:31][C:14]1([C:15]2[CH:16]=[CH:17][C:18]([C:21]3[NH:26][C:25](=[O:27])[C:24]4=[CH:28][CH:29]=[CH:30][N:23]4[N:22]=3)=[CH:19][CH:20]=2)[CH2:10][CH2:9][CH2:8][CH2:7]1, predict the reactants needed to synthesize it. The reactants are: [Mg].[Cl-].[Ce+3].[Cl-].[Cl-].Br[CH2:7][CH2:8][CH2:9][CH2:10]Br.CO[C:14](=[O:31])[C:15]1[CH:20]=[CH:19][C:18]([C:21]2[NH:26][C:25](=[O:27])[C:24]3=[CH:28][CH:29]=[CH:30][N:23]3[N:22]=2)=[CH:17][CH:16]=1. (4) The reactants are: [C:9](O[C:9]([O:11][C:12]([CH3:15])([CH3:14])[CH3:13])=[O:10])([O:11][C:12]([CH3:15])([CH3:14])[CH3:13])=[O:10].Cl.[CH3:17][C:18]1([CH3:25])[NH:23][CH2:22][CH2:21][NH:20][C:19]1=[O:24].CCN(C(C)C)C(C)C. Given the product [CH3:17][C:18]1([CH3:25])[C:19](=[O:24])[NH:20][CH2:21][CH2:22][N:23]1[C:9]([O:11][C:12]([CH3:13])([CH3:14])[CH3:15])=[O:10], predict the reactants needed to synthesize it. (5) Given the product [C:1]([C:2]1[CH:3]=[C:4]([C:20]2[C:21]([N:40]3[CH2:44][CH2:43][CH2:42][CH2:41]3)=[N:22][CH:23]=[C:24]([CH:39]=2)[C:25]([NH:27][C:28]2[CH:33]=[CH:32][C:31]([O:34][C:35]([F:38])([F:36])[F:37])=[CH:30][CH:29]=2)=[O:26])[NH:67][N:66]=1)#[N:68], predict the reactants needed to synthesize it. The reactants are: [CH2:1]([Sn]([CH2:1][CH2:2][CH2:3][CH3:4])([CH2:1][CH2:2][CH2:3][CH3:4])C(OCC)=C)[CH2:2][CH2:3][CH3:4].Br[C:20]1[C:21]([N:40]2[CH2:44][CH2:43][CH2:42][CH2:41]2)=[N:22][CH:23]=[C:24]([CH:39]=1)[C:25]([NH:27][C:28]1[CH:33]=[CH:32][C:31]([O:34][C:35]([F:38])([F:37])[F:36])=[CH:30][CH:29]=1)=[O:26].Cl.C([O-])C.[Na+].[Na].C(OCC)(=O)C(OCC)=O.C(O)(=O)C.O.[NH2:66][NH2:67].[NH3:68].O=P(Cl)(Cl)Cl. (6) Given the product [Br:35][C:32]1[CH:33]=[CH:34][C:29]([O:28][C:25]2[CH:24]=[CH:23][C:22]([CH2:21][C@H:17]([NH:16][C:2]3[C:11]([C:12]([OH:14])=[O:13])=[CH:10][C:9]4[C:4](=[CH:5][CH:6]=[C:7]([Cl:15])[CH:8]=4)[N:3]=3)[C:18]([OH:20])=[O:19])=[CH:27][CH:26]=2)=[N:30][CH:31]=1, predict the reactants needed to synthesize it. The reactants are: Cl[C:2]1[C:11]([C:12]([OH:14])=[O:13])=[CH:10][C:9]2[C:4](=[CH:5][CH:6]=[C:7]([Cl:15])[CH:8]=2)[N:3]=1.[NH2:16][C@@H:17]([CH2:21][C:22]1[CH:27]=[CH:26][C:25]([O:28][C:29]2[CH:34]=[CH:33][C:32]([Br:35])=[CH:31][N:30]=2)=[CH:24][CH:23]=1)[C:18]([OH:20])=[O:19].